The task is: Regression. Given two drug SMILES strings and cell line genomic features, predict the synergy score measuring deviation from expected non-interaction effect.. This data is from NCI-60 drug combinations with 297,098 pairs across 59 cell lines. (1) Drug 1: CC1=C(C(CCC1)(C)C)C=CC(=CC=CC(=CC(=O)O)C)C. Drug 2: C1CNP(=O)(OC1)N(CCCl)CCCl. Cell line: NCI-H226. Synergy scores: CSS=2.98, Synergy_ZIP=-2.70, Synergy_Bliss=-4.12, Synergy_Loewe=0.0485, Synergy_HSA=-2.10. (2) Drug 1: CC1C(C(=O)NC(C(=O)N2CCCC2C(=O)N(CC(=O)N(C(C(=O)O1)C(C)C)C)C)C(C)C)NC(=O)C3=C4C(=C(C=C3)C)OC5=C(C(=O)C(=C(C5=N4)C(=O)NC6C(OC(=O)C(N(C(=O)CN(C(=O)C7CCCN7C(=O)C(NC6=O)C(C)C)C)C)C(C)C)C)N)C. Drug 2: CC1=C(C(CCC1)(C)C)C=CC(=CC=CC(=CC(=O)O)C)C. Cell line: TK-10. Synergy scores: CSS=7.46, Synergy_ZIP=-0.00757, Synergy_Bliss=5.79, Synergy_Loewe=7.98, Synergy_HSA=8.83. (3) Drug 1: C1=NC2=C(N=C(N=C2N1C3C(C(C(O3)CO)O)F)Cl)N. Drug 2: B(C(CC(C)C)NC(=O)C(CC1=CC=CC=C1)NC(=O)C2=NC=CN=C2)(O)O. Cell line: LOX IMVI. Synergy scores: CSS=80.1, Synergy_ZIP=4.96, Synergy_Bliss=1.14, Synergy_Loewe=-4.15, Synergy_HSA=0.773. (4) Drug 1: C1=C(C(=O)NC(=O)N1)N(CCCl)CCCl. Drug 2: C1CCC(C(C1)N)N.C(=O)(C(=O)[O-])[O-].[Pt+4]. Cell line: M14. Synergy scores: CSS=22.9, Synergy_ZIP=3.25, Synergy_Bliss=3.43, Synergy_Loewe=1.81, Synergy_HSA=2.51. (5) Drug 1: CN1CCC(CC1)COC2=C(C=C3C(=C2)N=CN=C3NC4=C(C=C(C=C4)Br)F)OC. Drug 2: C1=CC(=CC=C1C#N)C(C2=CC=C(C=C2)C#N)N3C=NC=N3. Cell line: NCIH23. Synergy scores: CSS=10.2, Synergy_ZIP=-2.15, Synergy_Bliss=3.34, Synergy_Loewe=1.69, Synergy_HSA=3.03. (6) Drug 1: CNC(=O)C1=NC=CC(=C1)OC2=CC=C(C=C2)NC(=O)NC3=CC(=C(C=C3)Cl)C(F)(F)F. Drug 2: CN(CCCl)CCCl.Cl. Cell line: HCC-2998. Synergy scores: CSS=17.3, Synergy_ZIP=-2.16, Synergy_Bliss=-3.49, Synergy_Loewe=-30.5, Synergy_HSA=-8.82. (7) Drug 1: C1=CN(C(=O)N=C1N)C2C(C(C(O2)CO)O)O.Cl. Drug 2: CC1CCCC2(C(O2)CC(NC(=O)CC(C(C(=O)C(C1O)C)(C)C)O)C(=CC3=CSC(=N3)C)C)C. Cell line: DU-145. Synergy scores: CSS=40.9, Synergy_ZIP=-5.15, Synergy_Bliss=-9.13, Synergy_Loewe=-18.0, Synergy_HSA=-7.02. (8) Drug 1: C1CN1P(=S)(N2CC2)N3CC3. Drug 2: CCC1(CC2CC(C3=C(CCN(C2)C1)C4=CC=CC=C4N3)(C5=C(C=C6C(=C5)C78CCN9C7C(C=CC9)(C(C(C8N6C)(C(=O)OC)O)OC(=O)C)CC)OC)C(=O)OC)O.OS(=O)(=O)O. Cell line: OVCAR3. Synergy scores: CSS=4.53, Synergy_ZIP=4.43, Synergy_Bliss=4.85, Synergy_Loewe=3.52, Synergy_HSA=3.69. (9) Drug 2: CCCCC(=O)OCC(=O)C1(CC(C2=C(C1)C(=C3C(=C2O)C(=O)C4=C(C3=O)C=CC=C4OC)O)OC5CC(C(C(O5)C)O)NC(=O)C(F)(F)F)O. Synergy scores: CSS=1.94, Synergy_ZIP=-1.16, Synergy_Bliss=-3.47, Synergy_Loewe=-0.209, Synergy_HSA=-2.70. Cell line: U251. Drug 1: C1CCC(C1)C(CC#N)N2C=C(C=N2)C3=C4C=CNC4=NC=N3. (10) Drug 1: COC1=C(C=C2C(=C1)N=CN=C2NC3=CC(=C(C=C3)F)Cl)OCCCN4CCOCC4. Drug 2: CS(=O)(=O)OCCCCOS(=O)(=O)C. Cell line: ACHN. Synergy scores: CSS=62.2, Synergy_ZIP=-3.12, Synergy_Bliss=-2.71, Synergy_Loewe=2.08, Synergy_HSA=4.82.